Dataset: NCI-60 drug combinations with 297,098 pairs across 59 cell lines. Task: Regression. Given two drug SMILES strings and cell line genomic features, predict the synergy score measuring deviation from expected non-interaction effect. (1) Drug 1: COC1=NC(=NC2=C1N=CN2C3C(C(C(O3)CO)O)O)N. Drug 2: C1=NNC2=C1C(=O)NC=N2. Cell line: OVCAR-8. Synergy scores: CSS=-3.08, Synergy_ZIP=11.5, Synergy_Bliss=4.80, Synergy_Loewe=-2.46, Synergy_HSA=-0.922. (2) Drug 1: C1C(C(OC1N2C=NC3=C(N=C(N=C32)Cl)N)CO)O. Drug 2: CCC1=C2CN3C(=CC4=C(C3=O)COC(=O)C4(CC)O)C2=NC5=C1C=C(C=C5)O. Cell line: U251. Synergy scores: CSS=45.2, Synergy_ZIP=-4.11, Synergy_Bliss=-4.11, Synergy_Loewe=-9.53, Synergy_HSA=0.986.